From a dataset of Full USPTO retrosynthesis dataset with 1.9M reactions from patents (1976-2016). Predict the reactants needed to synthesize the given product. (1) The reactants are: [NH2:1][C@@H:2]1[CH2:6][CH2:5][N:4]([C:7]2[N:15]=[C:14]3[C:10]([N:11]=[CH:12][N:13]3[C@@H:16]3[CH2:20][C@H:19]([NH:21][C:22](=[O:25])[CH2:23][CH3:24])[C@@H:18]([OH:26])[C@H:17]3[OH:27])=[C:9]([NH:28][CH2:29][CH:30]([C:37]3[CH:42]=[CH:41][CH:40]=[CH:39][CH:38]=3)[C:31]3[CH:36]=[CH:35][CH:34]=[CH:33][CH:32]=3)[N:8]=2)[CH2:3]1.I.[NH:44]1[CH2:48][CH2:47][N:46]=[C:45]1S. Given the product [NH:46]1[CH2:47][CH2:48][N:44]=[C:45]1[NH:1][C@@H:2]1[CH2:6][CH2:5][N:4]([C:7]2[N:15]=[C:14]3[C:10]([N:11]=[CH:12][N:13]3[C@@H:16]3[CH2:20][C@H:19]([NH:21][C:22](=[O:25])[CH2:23][CH3:24])[C@@H:18]([OH:26])[C@H:17]3[OH:27])=[C:9]([NH:28][CH2:29][CH:30]([C:37]3[CH:38]=[CH:39][CH:40]=[CH:41][CH:42]=3)[C:31]3[CH:32]=[CH:33][CH:34]=[CH:35][CH:36]=3)[N:8]=2)[CH2:3]1, predict the reactants needed to synthesize it. (2) Given the product [NH2:31][C:27]1[C:26]([N+:32]([O-:34])=[O:33])=[C:25]([O:24][C:23]2[CH:35]=[CH:36][C:20]([NH:19][C:11]([NH:10][C:8]3[N:7]([C:13]4[CH:18]=[CH:17][CH:16]=[CH:15][CH:14]=4)[N:6]=[C:5]([C:1]([CH3:4])([CH3:2])[CH3:3])[CH:9]=3)=[O:12])=[C:21]([F:37])[CH:22]=2)[CH:30]=[CH:29][N:28]=1, predict the reactants needed to synthesize it. The reactants are: [C:1]([C:5]1[CH:9]=[C:8]([N:10]=[C:11]=[O:12])[N:7]([C:13]2[CH:18]=[CH:17][CH:16]=[CH:15][CH:14]=2)[N:6]=1)([CH3:4])([CH3:3])[CH3:2].[NH2:19][C:20]1[CH:36]=[CH:35][C:23]([O:24][C:25]2[CH:30]=[CH:29][N:28]=[C:27]([NH2:31])[C:26]=2[N+:32]([O-:34])=[O:33])=[CH:22][C:21]=1[F:37]. (3) Given the product [F:1][C:2]1[CH:3]=[C:4]([N:18]2[CH2:19][CH2:20][N:21]([C:31]([C:32]3[CH:37]=[CH:36][CH:35]=[CH:34][CH:33]=3)=[O:38])[CH2:22][CH2:23]2)[CH:5]=[CH:6][C:7]=1[O:8][CH2:9][CH2:10][CH2:11][N:12]1[CH2:13][CH2:14][CH2:15][CH2:16][CH2:17]1, predict the reactants needed to synthesize it. The reactants are: [F:1][C:2]1[CH:3]=[C:4]([N:18]2[CH2:23][CH2:22][NH:21][CH2:20][CH2:19]2)[CH:5]=[CH:6][C:7]=1[O:8][CH2:9][CH2:10][CH2:11][N:12]1[CH2:17][CH2:16][CH2:15][CH2:14][CH2:13]1.C(N(CC)CC)C.[C:31](Cl)(=[O:38])[C:32]1[CH:37]=[CH:36][CH:35]=[CH:34][CH:33]=1. (4) Given the product [CH:8]1([CH2:9][NH:10][C:29]([C:26]2[N:27]=[N:28][C:23]([NH:22][C:20]([N:12]3[CH2:11][C:19]4[C:14](=[CH:15][CH:16]=[CH:17][CH:18]=4)[CH2:13]3)=[O:21])=[CH:24][CH:25]=2)=[O:31])[CH2:5][CH2:6][CH2:1][CH2:7]1, predict the reactants needed to synthesize it. The reactants are: [C:1]1([CH2:7][CH2:8][CH2:9][NH2:10])[CH:6]=[CH:5]C=CC=1.[CH2:11]1[C:19]2[C:14](=[CH:15][CH:16]=[CH:17][CH:18]=2)[CH2:13][N:12]1[C:20]([NH:22][C:23]1[N:28]=[N:27][C:26]([C:29]([OH:31])=O)=[CH:25][CH:24]=1)=[O:21].C1C2C(=CC=CC=2)CN1C(NC1C=CC(C(O)=O)=CC=1)=O. (5) Given the product [Br:1][C:2]1[CH:3]=[CH:4][C:5]([F:11])=[C:6]2[C:7]=1[C:8]([NH2:9])=[N:13][NH:14]2, predict the reactants needed to synthesize it. The reactants are: [Br:1][C:2]1[C:7]([C:8]#[N:9])=[C:6](F)[C:5]([F:11])=[CH:4][CH:3]=1.O.[NH2:13][NH2:14]. (6) Given the product [C@@H:18]1([N:20]2[C:29]3[N:28]=[CH:27][N:26]=[C:24]([NH2:25])[C:23]=3[N:22]=[CH:21]2)[O:19][C@H:15]([CH2:14][S:6][CH2:5][CH2:4][C@@H:3]([C:7]([OH:9])=[O:8])[NH2:2])[C@@H:16]([OH:31])[C@H:17]1[OH:30], predict the reactants needed to synthesize it. The reactants are: [Na+].[NH2:2][C@H:3]([C:7]([O-:9])=[O:8])[CH2:4][CH2:5][SH:6].Cl.Cl.ClC[CH:14](O)[C@H:15]1[O:19][C@@H:18]([N:20]2[C:29]3[N:28]=[CH:27][N:26]=[C:24]([NH2:25])[C:23]=3[N:22]=[CH:21]2)[C@H:17]([OH:30])[C@@H:16]1[OH:31].[I-].[K+]. (7) Given the product [CH3:30][N:12]1[C:9]2=[N:10][CH:11]=[C:6]([C:4]([OH:5])=[O:3])[CH:7]=[C:8]2[N:14]=[C:13]1[NH:15][C:16]1[S:17][C:18]2[CH:24]=[C:23]([O:25][C:26]([F:29])([F:27])[F:28])[CH:22]=[CH:21][C:19]=2[N:20]=1, predict the reactants needed to synthesize it. The reactants are: C([O:3][C:4]([C:6]1[CH:7]=[C:8]2[N:14]=[C:13]([NH:15][C:16]3[S:17][C:18]4[CH:24]=[C:23]([O:25][C:26]([F:29])([F:28])[F:27])[CH:22]=[CH:21][C:19]=4[N:20]=3)[N:12]([CH3:30])[C:9]2=[N:10][CH:11]=1)=[O:5])C.[OH-].[Li+].